Predict the reaction yield, written as a fraction of the theoretical maximum amount of product (1.0 means a 100% yield; for example, 0.34 means a 34% yield). From a dataset of Reaction yield outcomes from USPTO patents with 853,638 reactions. (1) The reactants are O.C([O:4]CC)C.[C:7]([O:12][CH2:13][CH2:14][CH2:15][Si:16]([CH3:19])([CH3:18])Cl)(=[O:11])[C:8]([CH3:10])=[CH2:9]. The catalyst is C1COCC1. The product is [C:7]([O:12][CH2:13][CH2:14][CH2:15][Si:16]([CH3:19])([CH3:18])[OH:4])(=[O:11])[C:8]([CH3:10])=[CH2:9]. The yield is 0.990. (2) The reactants are [CH2:1]([C:13]1[CH:18]=[C:17]([CH2:19][CH3:20])[C:16]([NH2:21])=[C:15]([CH2:22][CH3:23])[CH:14]=1)[C:2]1[CH:7]=[C:6]([CH2:8][CH3:9])[C:5]([NH2:10])=[C:4]([CH2:11][CH3:12])[CH:3]=1. The catalyst is [Pt].C(C(C)=O)C. The product is [CH:1]([NH:21][C:16]1[C:17]([CH2:19][CH3:20])=[CH:18][C:13]([CH2:1][C:2]2[CH:7]=[C:6]([CH2:8][CH3:9])[C:5]([NH:10][CH:4]([CH2:5][CH3:6])[CH3:11])=[C:4]([CH2:11][CH3:12])[CH:3]=2)=[CH:14][C:15]=1[CH2:22][CH3:23])([CH2:2][CH3:3])[CH3:13]. The yield is 0.940. (3) The reactants are [CH2:1]1[C:5]2([CH2:10][CH2:9][CH:8]([O:11][C:12]3[CH:13]=[C:14]4[C:19](=[CH:20][CH:21]=3)[CH:18]=[C:17]([CH2:22][OH:23])[CH:16]=[CH:15]4)[CH2:7][CH2:6]2)[CH2:4][CH2:3][CH2:2]1.C(Cl)Cl.CC(OI1(OC(C)=O)(OC(C)=O)OC(=O)C2C=CC=CC1=2)=O. No catalyst specified. The product is [CH2:4]1[C:5]2([CH2:10][CH2:9][CH:8]([O:11][C:12]3[CH:13]=[C:14]4[C:19](=[CH:20][CH:21]=3)[CH:18]=[C:17]([CH:22]=[O:23])[CH:16]=[CH:15]4)[CH2:7][CH2:6]2)[CH2:1][CH2:2][CH2:3]1. The yield is 1.00. (4) The product is [Cl:1][C:2]1[CH:7]=[CH:6][C:5]([F:8])=[CH:4][C:3]=1[C@H:9]1[CH2:13][CH2:12][CH2:11][N:10]1[C:14]1[CH:19]=[CH:18][N:17]2[N:20]=[CH:21][C:22]([NH:23][C:29]([N:31]3[CH2:32][CH2:33][C@@H:38]([OH:41])[CH2:35]3)=[O:30])=[C:16]2[N:15]=1. The reactants are [Cl:1][C:2]1[CH:7]=[CH:6][C:5]([F:8])=[CH:4][C:3]=1[C@H:9]1[CH2:13][CH2:12][CH2:11][N:10]1[C:14]1[CH:19]=[CH:18][N:17]2[N:20]=[CH:21][C:22]([NH2:23])=[C:16]2[N:15]=1.C1N=CN([C:29]([N:31]2[CH:35]=N[CH:33]=[CH:32]2)=[O:30])C=1.N1CC[C@H:38]([OH:41])C1. The yield is 0.670. The catalyst is C(Cl)Cl. (5) The reactants are [N:1]1[C:10]2[C:5](=[N:6][CH:7]=[CH:8][CH:9]=2)[CH:4]=[CH:3][C:2]=1[CH2:11][CH2:12][N:13]1[C:22](=[O:23])[N:16]2[CH:17]=[CH:18][CH:19]=[C:20](Br)[C:15]2=[N:14]1.[N:24]1[CH:29]=[CH:28][C:27](B(O)O)=[CH:26][CH:25]=1.C([O-])([O-])=O.[Cs+].[Cs+]. The catalyst is O1CCOCC1.CCOC(C)=O.CC(C)([P](C(C)(C)C)([Pd][P](C(C)(C)C)(C(C)(C)C)C(C)(C)C)C(C)(C)C)C. The product is [N:1]1[C:10]2[C:5](=[N:6][CH:7]=[CH:8][CH:9]=2)[CH:4]=[CH:3][C:2]=1[CH2:11][CH2:12][N:13]1[C:22](=[O:23])[N:16]2[CH:17]=[CH:18][CH:19]=[C:20]([C:27]3[CH:28]=[CH:29][N:24]=[CH:25][CH:26]=3)[C:15]2=[N:14]1. The yield is 0.230. (6) The reactants are C(O)(=O)C.[NH2:5][C:6]1[CH:7]=[C:8]([C@H:29]2[CH2:34][CH2:33][C@H:32]([CH2:35][C:36]([O:38][CH3:39])=[O:37])[CH2:31][CH2:30]2)[CH:9]=[CH:10][C:11]=1[NH:12][C:13]([C:15]1[O:16][C:17]([NH:20][C:21]2[CH:26]=[CH:25][C:24]([F:27])=[C:23]([F:28])[CH:22]=2)=[N:18][N:19]=1)=O. The catalyst is C(#N)C. The product is [F:28][C:23]1[CH:22]=[C:21]([NH:20][C:17]2[O:16][C:15]([C:13]3[NH:12][C:11]4[CH:10]=[CH:9][C:8]([C@H:29]5[CH2:34][CH2:33][C@H:32]([CH2:35][C:36]([O:38][CH3:39])=[O:37])[CH2:31][CH2:30]5)=[CH:7][C:6]=4[N:5]=3)=[N:19][N:18]=2)[CH:26]=[CH:25][C:24]=1[F:27]. The yield is 0.450. (7) The reactants are [NH2:1][C:2]1[N:23]=[CH:22][CH:21]=[CH:20][C:3]=1[C:4]([NH:6][CH2:7][C:8]1[S:9][C:10]([O:13][C:14]2[CH:19]=[CH:18][CH:17]=[CH:16][CH:15]=2)=[CH:11][CH:12]=1)=[O:5].[C:24](#N)[CH3:25].F[B-](F)(F)F.[O:32]=[N+]=O.C(=O)(O)[O-].[Na+]. The catalyst is O1CCCC1.C(OCC)(=O)C.O. The product is [C:24]([NH:1][C:2]1[N:23]=[CH:22][CH:21]=[CH:20][C:3]=1[C:4]([NH:6][CH2:7][C:8]1[S:9][C:10]([O:13][C:14]2[CH:19]=[CH:18][CH:17]=[CH:16][CH:15]=2)=[CH:11][CH:12]=1)=[O:5])(=[O:32])[CH3:25]. The yield is 0.0230. (8) The reactants are [Br:1][C:2]1[CH:7]=[CH:6][CH:5]=[C:4](I)[CH:3]=1.C[Si](C)(C)[C:11]#[C:12][CH3:13].C(N(CC)CC)C.[F-].C([N+](CCCC)(CCCC)CCCC)CCC.O1CCCC1. The catalyst is C1(C)C=CC=CC=1.[Cu]I.C1C=CC([P]([Pd]([P](C2C=CC=CC=2)(C2C=CC=CC=2)C2C=CC=CC=2)([P](C2C=CC=CC=2)(C2C=CC=CC=2)C2C=CC=CC=2)[P](C2C=CC=CC=2)(C2C=CC=CC=2)C2C=CC=CC=2)(C2C=CC=CC=2)C2C=CC=CC=2)=CC=1. The product is [Br:1][C:2]1[CH:7]=[CH:6][CH:5]=[C:4]([C:11]#[C:12][CH3:13])[CH:3]=1. The yield is 0.800. (9) The reactants are [Cl:1][C:2]1[CH:7]=[CH:6][C:5]([NH:8][C:9]2[C:10]([C:19]([NH:21][NH2:22])=[O:20])=[CH:11][C:12]3[NH:16][CH:15]=[N:14][C:13]=3[C:17]=2[F:18])=[C:4]([CH3:23])[CH:3]=1.[CH:24](OCC)(OCC)OCC.CC1C=CC(S(O)(=O)=O)=CC=1.O. The catalyst is CCO. The product is [Cl:1][C:2]1[CH:7]=[CH:6][C:5]([NH:8][C:9]2[C:10]([C:19]3[O:20][CH:24]=[N:22][N:21]=3)=[CH:11][C:12]3[NH:16][CH:15]=[N:14][C:13]=3[C:17]=2[F:18])=[C:4]([CH3:23])[CH:3]=1. The yield is 0.730. (10) The reactants are C(S([C:11]1[N:16]=[C:15]([O:17][CH:18]([CH3:20])[CH3:19])[CH:14]=[C:13]([CH3:21])[N:12]=1)(=O)=O)C1C=CC=CC=1.[N:22]1([C:28]([O:30][C:31]([CH3:34])([CH3:33])[CH3:32])=[O:29])[CH2:27][CH2:26][NH:25][CH2:24][CH2:23]1.C(N(C(C)C)CC)(C)C. The catalyst is O1CCOCC1. The product is [CH:18]([O:17][C:15]1[CH:14]=[C:13]([CH3:21])[N:12]=[C:11]([N:25]2[CH2:24][CH2:23][N:22]([C:28]([O:30][C:31]([CH3:34])([CH3:33])[CH3:32])=[O:29])[CH2:27][CH2:26]2)[N:16]=1)([CH3:19])[CH3:20]. The yield is 0.640.